From a dataset of Forward reaction prediction with 1.9M reactions from USPTO patents (1976-2016). Predict the product of the given reaction. (1) The product is: [NH2:20][N:7]1[C:6](=[O:19])[CH:5]=[C:4]([CH3:3])[N:9]([CH2:10][C:11]([O:13][C:14]([CH3:15])([CH3:17])[CH3:16])=[O:12])[C:8]1=[O:18]. Given the reactants [H-].[Na+].[CH3:3][C:4]1[N:9]([CH2:10][C:11]([O:13][C:14]([CH3:17])([CH3:16])[CH3:15])=[O:12])[C:8](=[O:18])[NH:7][C:6](=[O:19])[CH:5]=1.[N+:20](C1C=C([N+]([O-])=O)C=CC=1ON)([O-])=O, predict the reaction product. (2) Given the reactants [CH3:1][CH2:2][O:3][C:4]([C:6]1[N:7](C(OC(C)(C)C)=O)[C:8]2[C:13]([CH:14]=1)=[CH:12][C:11]([Cl:15])=[CH:10][C:9]=2[CH2:16]Br)=[O:5].[NH:25]1[CH2:30][CH2:29][O:28][CH2:27][CH2:26]1, predict the reaction product. The product is: [CH2:2]([O:3][C:4]([C:6]1[NH:7][C:8]2[C:13]([CH:14]=1)=[CH:12][C:11]([Cl:15])=[CH:10][C:9]=2[CH2:16][N:25]1[CH2:30][CH2:29][O:28][CH2:27][CH2:26]1)=[O:5])[CH3:1]. (3) Given the reactants [CH3:1][S:2]([C:5]1[CH:6]=[CH:7][C:8]([NH2:11])=[N:9][CH:10]=1)(=[O:4])=[O:3].CCC([O-])(C)C.[K+].Br[C:20]1[C:21](=[O:28])[N:22]([CH3:27])[N:23]=[C:24]([Cl:26])[CH:25]=1, predict the reaction product. The product is: [Cl:26][C:24]1[CH:25]=[C:20]([NH:11][C:8]2[CH:7]=[CH:6][C:5]([S:2]([CH3:1])(=[O:4])=[O:3])=[CH:10][N:9]=2)[C:21](=[O:28])[N:22]([CH3:27])[N:23]=1.